From a dataset of Reaction yield outcomes from USPTO patents with 853,638 reactions. Predict the reaction yield, written as a fraction of the theoretical maximum amount of product (1.0 means a 100% yield; for example, 0.34 means a 34% yield). (1) The reactants are Cl[C:2]([N:4]1[CH2:9][CH2:8][N:7]([C:10]([O:12][C:13]([CH3:16])([CH3:15])[CH3:14])=[O:11])[CH2:6][CH2:5]1)=[O:3].[Cl:17][C:18]1[CH:32]=[CH:31][C:21]([CH2:22][NH:23][CH2:24][CH2:25][N:26]([CH2:29][CH3:30])[CH2:27][CH3:28])=[CH:20][CH:19]=1.C(N(CC)C(C)C)(C)C. The catalyst is C(Cl)Cl. The product is [Cl:17][C:18]1[CH:19]=[CH:20][C:21]([CH2:22][N:23]([CH2:24][CH2:25][N:26]([CH2:29][CH3:30])[CH2:27][CH3:28])[C:2]([N:4]2[CH2:9][CH2:8][N:7]([C:10]([O:12][C:13]([CH3:16])([CH3:15])[CH3:14])=[O:11])[CH2:6][CH2:5]2)=[O:3])=[CH:31][CH:32]=1. The yield is 0.450. (2) The catalyst is C(OCC)(=O)C. The product is [Cl:23][C:24]1[CH:31]=[CH:30][C:27]([N:28]([CH3:29])[C:2]2[N:3]=[C:4]([NH:8][C:9]3[CH:14]=[CH:13][C:12]([N:15]4[CH:19]=[C:18]([CH3:20])[N:17]=[CH:16]4)=[C:11]([O:21][CH3:22])[CH:10]=3)[N:5]=[CH:6][N:7]=2)=[CH:26][CH:25]=1. The reactants are Cl[C:2]1[N:7]=[CH:6][N:5]=[C:4]([NH:8][C:9]2[CH:14]=[CH:13][C:12]([N:15]3[CH:19]=[C:18]([CH3:20])[N:17]=[CH:16]3)=[C:11]([O:21][CH3:22])[CH:10]=2)[N:3]=1.[Cl:23][C:24]1[CH:31]=[CH:30][C:27]([NH:28][CH3:29])=[CH:26][CH:25]=1. The yield is 0.230. (3) The reactants are CC(C)(OC(N1CCC([N:13]2[CH2:18][CH2:17][N:16]([CH2:19][C:20]3[CH:25]=[CH:24][CH:23]=[CH:22][CH:21]=3)[CH2:15][CH2:14]2)CC1)=O)C.CC(C)(OC(N1CCC(=O)CC1)=O)C. No catalyst specified. The product is [C:20]1([CH2:19][N:16]2[CH2:15][CH2:14][NH:13][CH2:18][CH2:17]2)[CH:21]=[CH:22][CH:23]=[CH:24][CH:25]=1. The yield is 0.866. (4) The reactants are C(=O)([O-])[O-].[Na+].[Na+].C(O)(=O)C.[NH2:11][CH2:12][C@@H:13]1[O:17][C:16](=[O:18])[N:15]([C:19]2[CH:24]=[CH:23][C:22]([N:25]3[CH2:30][CH2:29][O:28][CH2:27][C:26]3=[O:31])=[CH:21][CH:20]=2)[CH2:14]1.[Cl:32][C:33]1[S:37][C:36]([C:38](Cl)=[O:39])=[CH:35][CH:34]=1. The catalyst is O.CC(C)=O.C1(C)C=CC=CC=1. The product is [CH:21]1[C:22]([N:25]2[C:26](=[O:31])[CH2:27][O:28][CH2:29][CH2:30]2)=[CH:23][CH:24]=[C:19]([N:15]2[C:16](=[O:18])[O:17][C@@H:13]([CH2:12][NH:11][C:38]([C:36]3[S:37][C:33]([Cl:32])=[CH:34][CH:35]=3)=[O:39])[CH2:14]2)[CH:20]=1. The yield is 0.870. (5) The reactants are ClC(Cl)(O[C:5](=[O:11])OC(Cl)(Cl)Cl)Cl.[CH3:13][O:14][C:15]1[CH:20]=[CH:19][C:18]([C:21]2[N:22]=[C:23]([CH:34]3[CH2:39][CH2:38][NH:37][CH2:36][CH2:35]3)[NH:24][C:25]=2[C:26]2[CH:31]=[CH:30][C:29]([O:32][CH3:33])=[CH:28][CH:27]=2)=[CH:17][CH:16]=1.N1C=CC=CC=1.Cl.[CH3:47][NH:48][OH:49].C(N(CC)CC)C.[Cl-].[NH4+]. The catalyst is ClCCl.O1CCCC1.O. The product is [CH3:33][O:32][C:29]1[CH:30]=[CH:31][C:26]([C:25]2[N:24]=[C:23]([CH:34]3[CH2:39][CH2:38][N:37]([C:5](=[O:11])[N:48]([OH:49])[CH3:47])[CH2:36][CH2:35]3)[NH:22][C:21]=2[C:18]2[CH:19]=[CH:20][C:15]([O:14][CH3:13])=[CH:16][CH:17]=2)=[CH:27][CH:28]=1. The yield is 0.380. (6) The reactants are [C:1]([O:5][C:6](=[O:13])[NH:7][C@H:8]([CH2:11][OH:12])[CH:9]=[CH2:10])([CH3:4])([CH3:3])[CH3:2].[C@H]1(N[C:21]([C:23]2C3C(=CC=CC=3)C=[CH:25][C:24]=2P(C2C=CC=CC=2)C2C=CC=CC=2)=[O:22])CCCC[C@@H]1N[C:21]([C:23]1C2C(=CC=CC=2)C=[CH:25][C:24]=1P(C1C=CC=CC=1)C1C=CC=CC=1)=[O:22].C(B(CC)CC)C.C1COCC1.C(C1CO1)=C. The catalyst is CN(C)C1C=CN=CC=1.ClCCl.C([O-])(O)=O.[Na+].C1C=CC(/C=C/C(/C=C/C2C=CC=CC=2)=O)=CC=1.C1C=CC(/C=C/C(/C=C/C2C=CC=CC=2)=O)=CC=1.C1C=CC(/C=C/C(/C=C/C2C=CC=CC=2)=O)=CC=1.[Pd].[Pd]. The product is [C:1]([O:5][C:6](=[O:13])[NH:7][C@H:8]([CH2:11][O:12][CH:23]([CH2:21][OH:22])[CH:24]=[CH2:25])[CH:9]=[CH2:10])([CH3:4])([CH3:2])[CH3:3]. The yield is 0.490. (7) The reactants are [CH3:1][O:2][C:3]1[CH:4]=[C:5]2[C:10](=[CH:11][C:12]=1[O:13][CH3:14])[C:9]([CH3:15])=[N:8][C:7]([C:16]1[CH:22]=[CH:21][CH:20]=[CH:19][C:17]=1[NH2:18])=[CH:6]2.CCN(CC)CC.[C:30](Cl)(=[O:32])[CH3:31]. The catalyst is C(Cl)Cl. The product is [CH3:1][O:2][C:3]1[CH:4]=[C:5]2[C:10](=[CH:11][C:12]=1[O:13][CH3:14])[C:9]([CH3:15])=[N:8][C:7]([C:16]1[CH:22]=[CH:21][CH:20]=[CH:19][C:17]=1[NH:18][C:30](=[O:32])[CH3:31])=[CH:6]2. The yield is 0.860.